This data is from Reaction yield outcomes from USPTO patents with 853,638 reactions. The task is: Predict the reaction yield, written as a fraction of the theoretical maximum amount of product (1.0 means a 100% yield; for example, 0.34 means a 34% yield). The reactants are N[C:2]1[CH:3]=[C:4]([NH:17][C:18](=[O:20])[CH3:19])[CH:5]=[CH:6][C:7]=1[C:8]([CH3:16])([CH3:15])[CH2:9][O:10][CH2:11][CH2:12][O:13][CH3:14].N([O-])=[O:22].[Na+]. The catalyst is OS(O)(=O)=O. The product is [OH:22][C:2]1[CH:3]=[C:4]([NH:17][C:18](=[O:20])[CH3:19])[CH:5]=[CH:6][C:7]=1[C:8]([CH3:16])([CH3:15])[CH2:9][O:10][CH2:11][CH2:12][O:13][CH3:14]. The yield is 0.380.